Task: Predict the reactants needed to synthesize the given product.. Dataset: Full USPTO retrosynthesis dataset with 1.9M reactions from patents (1976-2016) (1) The reactants are: Cl[C:2]1[CH:11]=[C:10]2[C:5]([C:6]([CH3:18])=[N:7][C:8]([C:12]3[CH:17]=[CH:16][CH:15]=[CH:14][CH:13]=3)=[N:9]2)=[CH:4][CH:3]=1.CC([O-])=O.[K+].[B:24]1([B:24]2[O:28][C:27]([CH3:30])([CH3:29])[C:26]([CH3:32])([CH3:31])[O:25]2)[O:28][C:27]([CH3:30])([CH3:29])[C:26]([CH3:32])([CH3:31])[O:25]1. Given the product [CH3:18][C:6]1[C:5]2[C:10](=[CH:11][C:2]([B:24]3[O:28][C:27]([CH3:30])([CH3:29])[C:26]([CH3:32])([CH3:31])[O:25]3)=[CH:3][CH:4]=2)[N:9]=[C:8]([C:12]2[CH:17]=[CH:16][CH:15]=[CH:14][CH:13]=2)[N:7]=1, predict the reactants needed to synthesize it. (2) Given the product [CH3:10][C:9]1[O:11][N:13]=[C:2]([C:3]([O:5][CH2:6][CH3:7])=[O:4])[CH:8]=1, predict the reactants needed to synthesize it. The reactants are: O=[C:2]([CH2:8][C:9](=[O:11])[CH3:10])[C:3]([O:5][CH2:6][CH3:7])=[O:4].Cl.[NH2:13]O.C(=O)(O)[O-].[Na+]. (3) Given the product [CH3:15][C:5]1([CH3:16])[C:4]2[CH:3]=[C:2]([C:29]3[C:23]4[S:22][C:21]5[CH:20]=[CH:19][CH:18]=[CH:17][C:25]=5[C:24]=4[CH:26]=[CH:27][CH:28]=3)[CH:14]=[CH:13][C:12]=2[C:11]2[C:6]1=[CH:7][CH:8]=[CH:9][CH:10]=2, predict the reactants needed to synthesize it. The reactants are: Br[C:2]1[CH:14]=[CH:13][C:12]2[C:11]3[C:6](=[CH:7][CH:8]=[CH:9][CH:10]=3)[C:5]([CH3:16])([CH3:15])[C:4]=2[CH:3]=1.[CH:17]1[C:25]2[C:24]3[CH:26]=[CH:27][CH:28]=[CH:29][C:23]=3[S:22][C:21]=2[C:20](B(O)O)=[CH:19][CH:18]=1.C1(C)C=CC=CC=1P(C1C=CC=CC=1C)C1C=CC=CC=1C.C(=O)([O-])[O-].[K+].[K+]. (4) Given the product [CH3:15][C:14]1([CH3:16])[O:17][C:18]([CH3:7])([C:1]([O-:4])=[O:3])[CH2:12][O:13]1.[Na+:11], predict the reactants needed to synthesize it. The reactants are: [C:1]([O:4]CC)(=[O:3])C.[C:7]([O-])(O)=O.[Na+:11].[CH3:12][O:13][C:14]([O:17][CH3:18])([CH3:16])[CH3:15]. (5) Given the product [CH3:1][C:2]1[N:7]=[C:6]([NH:8][S:9]([C:12]2[CH:17]=[CH:16][C:15]([C:18]3[CH:23]=[CH:22][C:21]([C:24]#[N:25])=[CH:20][CH:19]=3)=[CH:14][C:13]=2[OH:26])(=[O:11])=[O:10])[CH:5]=[CH:4][CH:3]=1, predict the reactants needed to synthesize it. The reactants are: [CH3:1][C:2]1[N:7]=[C:6]([NH:8][S:9]([C:12]2[CH:17]=[CH:16][C:15]([C:18]3[CH:23]=[CH:22][C:21]([C:24]#[N:25])=[CH:20][CH:19]=3)=[CH:14][C:13]=2[O:26]C)(=[O:11])=[O:10])[CH:5]=[CH:4][CH:3]=1.B(Br)(Br)Br. (6) The reactants are: [CH3:1][C:2]1[S:6][C:5]([C:7]2[CH:8]=[N:9][NH:10][C:11]=2[NH2:12])=[N:4][CH:3]=1.[Cl:13][C:14]1[CH:19]=[CH:18][C:17]([C:20](=O)[CH2:21][C:22](OCC)=[O:23])=[CH:16][CH:15]=1.CC1C=CC(S(O)(=O)=O)=CC=1. Given the product [Cl:13][C:14]1[CH:15]=[CH:16][C:17]([C:20]2[NH:12][C:11]3[N:10]([N:9]=[CH:8][C:7]=3[C:5]3[S:6][C:2]([CH3:1])=[CH:3][N:4]=3)[C:22](=[O:23])[CH:21]=2)=[CH:18][CH:19]=1, predict the reactants needed to synthesize it. (7) Given the product [C:1]([C:5]1[CH:10]=[CH:9][C:8]([N:11]2[C:15](=[O:16])[C:14]([CH3:18])([CH3:17])[N:13]([CH2:19][C:20]3[CH:25]=[CH:24][N:23]=[C:22]([NH:29][C:28](=[O:32])[O:30][CH3:31])[CH:21]=3)[C:12]2=[O:27])=[CH:7][CH:6]=1)([CH3:4])([CH3:3])[CH3:2], predict the reactants needed to synthesize it. The reactants are: [C:1]([C:5]1[CH:10]=[CH:9][C:8]([N:11]2[C:15](=[O:16])[C:14]([CH3:18])([CH3:17])[N:13]([CH2:19][C:20]3[CH:25]=[CH:24][N:23]=[C:22](Cl)[CH:21]=3)[C:12]2=[O:27])=[CH:7][CH:6]=1)([CH3:4])([CH3:3])[CH3:2].[C:28](=[O:32])([O:30][CH3:31])[NH2:29].C(=O)([O-])[O-].[Cs+].[Cs+].CC1(C)C2C=CC(P(C3C=CC=CC=3)C3C=CC=CC=3)=CC=2OC2C1=CC=C(P(C1C=CC=CC=1)C1C=CC=CC=1)C=2.